From a dataset of Forward reaction prediction with 1.9M reactions from USPTO patents (1976-2016). Predict the product of the given reaction. (1) Given the reactants [C:1]1([C:17]([O:19][CH3:20])=[O:18])[N:2]=[CH:3][N:4]2[CH2:9][CH2:8][N:7]([C:10]([O:12][C:13]([CH3:16])([CH3:15])[CH3:14])=[O:11])[CH2:6][C:5]=12.C1C(=O)N([Br:28])C(=O)C1, predict the reaction product. The product is: [Br:28][C:3]1[N:4]2[CH2:9][CH2:8][N:7]([C:10]([O:12][C:13]([CH3:14])([CH3:15])[CH3:16])=[O:11])[CH2:6][C:5]2=[C:1]([C:17]([O:19][CH3:20])=[O:18])[N:2]=1. (2) Given the reactants [Br:1][C:2]1[CH:7]=[CH:6][C:5]([C:8]2[CH2:12][CH2:11][CH2:10][CH:9]=2)=[CH:4][CH:3]=1, predict the reaction product. The product is: [Br:1][C:2]1[CH:7]=[CH:6][C:5]([CH:8]2[CH2:12][CH2:11][CH2:10][CH2:9]2)=[CH:4][CH:3]=1.